Regression/Classification. Given a drug SMILES string, predict its absorption, distribution, metabolism, or excretion properties. Task type varies by dataset: regression for continuous measurements (e.g., permeability, clearance, half-life) or binary classification for categorical outcomes (e.g., BBB penetration, CYP inhibition). Dataset: approved_pampa_ncats. From a dataset of PAMPA permeability data for FDA-approved drugs from NCATS. (1) The compound is CCC1NC2=CC(=C(C=C2S(=O)(=O)N1)S(=O)(=O)N)Cl. The result is 1 (high permeability). (2) The molecule is C[C@H]([C@H]1[C@@H](O1)C[C@H]2CO[C@H]([C@@H]([C@@H]2O)O)C/C(=C/C(=O)OCCCCCCCCC(=O)O)/C)[C@H](C)O. The result is 1 (high permeability). (3) The molecule is C1[C@H](S/C(=C(\C#N)/N2C=CN=C2)/S1)C3=C(C=C(C=C3)Cl)Cl. The result is 0 (low-to-moderate permeability). (4) The compound is CCN(CC)C1=CC(=NC2=NC=NN12)C. The result is 1 (high permeability).